Dataset: Forward reaction prediction with 1.9M reactions from USPTO patents (1976-2016). Task: Predict the product of the given reaction. (1) Given the reactants FC(F)(F)C(O)=O.[Cl:8][C:9]1[CH:10]=[C:11]([CH:15]2[C:19]([C:22]3[CH:27]=[CH:26][C:25]([Cl:28])=[CH:24][CH:23]=3)([C:20]#[N:21])[CH:18]([CH2:29][C:30]([CH3:33])([CH3:32])[CH3:31])[NH:17][CH:16]2[C:34](O)=[O:35])[CH:12]=[CH:13][CH:14]=1.[C:37]([NH:44][CH2:45][CH2:46][CH2:47][NH2:48])([O:39][C:40]([CH3:43])([CH3:42])[CH3:41])=[O:38].CN(C(ON1N=NC2C=CC=NC1=2)=[N+](C)C)C.F[P-](F)(F)(F)(F)F.CCN(C(C)C)C(C)C, predict the reaction product. The product is: [C:40]([O:39][C:37](=[O:38])[NH:44][CH2:45][CH2:46][CH2:47][NH:48][C:34]([C@H:16]1[C@H:15]([C:11]2[CH:12]=[CH:13][CH:14]=[C:9]([Cl:8])[CH:10]=2)[C@:19]([C:22]2[CH:27]=[CH:26][C:25]([Cl:28])=[CH:24][CH:23]=2)([C:20]#[N:21])[C@H:18]([CH2:29][C:30]([CH3:31])([CH3:33])[CH3:32])[NH:17]1)=[O:35])([CH3:43])([CH3:41])[CH3:42]. (2) Given the reactants C1(C2C[C:9](=[O:11])C2)C=CC=CC=1.[F:12][C:13]1[CH:18]=[CH:17][C:16]([CH:19]2[CH2:22][C:21](=O)[CH2:20]2)=[CH:15][CH:14]=1, predict the reaction product. The product is: [F:12][C:13]1[CH:18]=[CH:17][C:16]([C@H:19]2[CH2:22][C@H:21]([CH:9]=[O:11])[CH2:20]2)=[CH:15][CH:14]=1. (3) Given the reactants [C@@H:1]12[O:6][C@@H:5]1[CH2:4][CH:3]([C:7]([O:9][CH3:10])=[O:8])[CH2:2]2.[OH2:11].[Na+].[Cl-], predict the reaction product. The product is: [OH:6][C@H:1]1[C@H:5]([OH:11])[CH2:4][CH:3]([C:7]([O:9][CH3:10])=[O:8])[CH2:2]1. (4) Given the reactants F[C:2]1[CH:7]=[CH:6][CH:5]=[CH:4][C:3]=1[S:8]([NH:11][C:12]1[CH:21]=[CH:20][C:19]2[CH2:18][CH2:17][CH:16]=[C:15]([CH3:22])[C:14]=2[C:13]=1[C:23]([O:25]C)=[O:24])(=[O:10])=[O:9].[CH3:27][N:28]([CH3:32])[CH2:29][CH2:30][NH2:31], predict the reaction product. The product is: [CH3:27][N:28]([CH3:32])[CH2:29][CH2:30][NH:31][C:2]1[CH:7]=[CH:6][CH:5]=[CH:4][C:3]=1[S:8]([NH:11][C:12]1[CH:21]=[CH:20][C:19]2[CH2:18][CH2:17][CH:16]=[C:15]([CH3:22])[C:14]=2[C:13]=1[C:23]([OH:25])=[O:24])(=[O:9])=[O:10]. (5) Given the reactants [CH3:1][NH:2][C:3](=[O:18])[CH2:4][N:5]([CH2:13][C:14]([NH:16][CH3:17])=[O:15])CC1C=CC=CC=1, predict the reaction product. The product is: [CH3:17][NH:16][C:14](=[O:15])[CH2:13][NH:5][CH2:4][C:3]([NH:2][CH3:1])=[O:18].